The task is: Predict the reactants needed to synthesize the given product.. This data is from Full USPTO retrosynthesis dataset with 1.9M reactions from patents (1976-2016). (1) Given the product [F:29][C:30]([F:35])([F:34])[CH2:31][C@H:32]([OH:33])[C:21]([NH:20][C@:12]([C:4]1[CH:5]=[C:6]([C:8]([F:10])([F:11])[F:9])[CH:7]=[C:2]([F:1])[CH:3]=1)([C:22]1[CH:27]=[CH:26][C:25]([F:28])=[CH:24][CH:23]=1)[CH2:13][C:14]1[CH:15]=[CH:16][CH:17]=[CH:18][CH:19]=1)=[O:38].[F:29][C:30]([F:35])([F:34])[CH2:31][C@@H:32]([OH:33])[C:36]([NH:20][C@:12]([C:4]1[CH:5]=[C:6]([C:8]([F:11])([F:9])[F:10])[CH:7]=[C:2]([F:1])[CH:3]=1)([C:22]1[CH:23]=[CH:24][C:25]([F:28])=[CH:26][CH:27]=1)[CH2:13][C:14]1[CH:19]=[CH:18][CH:17]=[CH:16][CH:15]=1)=[O:39], predict the reactants needed to synthesize it. The reactants are: [F:1][C:2]1[CH:7]=[C:6]([C:8]([F:11])([F:10])[F:9])[CH:5]=[C:4]([C@:12]([C:22]2[CH:27]=[CH:26][C:25]([F:28])=[CH:24][CH:23]=2)([N+:20]#[C-:21])[CH2:13][C:14]2[CH:19]=[CH:18][CH:17]=[CH:16][CH:15]=2)[CH:3]=1.[F:29][C:30]([F:35])([F:34])[CH2:31][CH:32]=[O:33].[C:36]([OH:39])(=[O:38])C.C[O-].[Na+]. (2) The reactants are: [C:1](=O)([O-])[O-].[Na+].[Na+].[CH3:7][C:8]1[N:9]=[C:10]([NH:13][C:14]([C:16]2[C:21]([NH2:22])=[CH:20][CH:19]=[C:18](CO)[N:17]=2)=[O:15])[S:11][CH:12]=1.NC1SC=C(C)N=1.[C:32]([Si:36](C)(C)Cl)([CH3:35])([CH3:34])[CH3:33].N1C=CN=C1.F[C:46](F)(F)[C:47]([OH:49])=O. Given the product [CH3:7][C:8]1[N:9]=[C:10]([NH:13][C:14]([C:16]2[C:21]([NH2:22])=[CH:20][CH:19]=[C:18]([C:47]([CH3:46])([CH3:1])[O:49][SiH2:36][C:32]([CH3:35])([CH3:34])[CH3:33])[N:17]=2)=[O:15])[S:11][CH:12]=1, predict the reactants needed to synthesize it. (3) Given the product [Br:1][C:2]1[CH:8]=[CH:7][C:5]([NH:6][C:21](=[O:22])[O:23][CH2:24][C:25]2[CH:30]=[CH:29][CH:28]=[CH:27][CH:26]=2)=[CH:4][C:3]=1[F:9], predict the reactants needed to synthesize it. The reactants are: [Br:1][C:2]1[CH:8]=[CH:7][C:5]([NH2:6])=[CH:4][C:3]=1[F:9].C1COCC1.C(=O)(O)[O-].[Na+].Cl[C:21]([O:23][CH2:24][C:25]1[CH:30]=[CH:29][CH:28]=[CH:27][CH:26]=1)=[O:22]. (4) Given the product [CH2:11]([C@H:18]1[CH2:22][O:21][C:20](=[O:23])[N:19]1[C:24](=[O:35])[C@H:25]([O:26][C:27]1[CH:32]=[CH:31][C:30]([F:33])=[C:29]([CH3:34])[CH:28]=1)[CH2:38][CH:37]=[CH2:36])[C:12]1[CH:17]=[CH:16][CH:15]=[CH:14][CH:13]=1, predict the reactants needed to synthesize it. The reactants are: C[Si]([N-][Si](C)(C)C)(C)C.[Li+].[CH2:11]([C@H:18]1[CH2:22][O:21][C:20](=[O:23])[N:19]1[C:24](=[O:35])[CH2:25][O:26][C:27]1[CH:32]=[CH:31][C:30]([F:33])=[C:29]([CH3:34])[CH:28]=1)[C:12]1[CH:17]=[CH:16][CH:15]=[CH:14][CH:13]=1.[CH2:36](I)[CH:37]=[CH2:38].[NH4+].[Cl-].